Dataset: Reaction yield outcomes from USPTO patents with 853,638 reactions. Task: Predict the reaction yield, written as a fraction of the theoretical maximum amount of product (1.0 means a 100% yield; for example, 0.34 means a 34% yield). (1) The reactants are [O:1]=[C:2]1[N:6]([C:7]2[CH:12]=[CH:11][CH:10]=[CH:9][CH:8]=2)[N:5]2[CH2:13][CH2:14][CH2:15][C:4]2=[C:3]1[C:16]([O:18]CC)=[O:17].[OH-].[Na+]. The catalyst is CCO. The product is [O:1]=[C:2]1[N:6]([C:7]2[CH:12]=[CH:11][CH:10]=[CH:9][CH:8]=2)[N:5]2[CH2:13][CH2:14][CH2:15][C:4]2=[C:3]1[C:16]([OH:18])=[O:17]. The yield is 0.840. (2) The reactants are [Cl:1][C:2]1[CH:8]=[CH:7][C:5]([NH2:6])=[C:4]([C:9]2[CH:14]=[C:13]([O:15][CH3:16])[N:12]=[CH:11][N:10]=2)[C:3]=1[F:17].C(ON=O)CC(C)C.[Si]([N:30]=[N+:31]=[N-])(C)(C)C.[C:33]([Si:35]([CH3:38])([CH3:37])[CH3:36])#[CH:34]. The catalyst is C(#N)C.CCOC(C)=O. The product is [Cl:1][C:2]1[C:3]([F:17])=[C:4]([C:9]2[CH:14]=[C:13]([O:15][CH3:16])[N:12]=[CH:11][N:10]=2)[C:5]([N:6]2[CH:34]=[C:33]([Si:35]([CH3:38])([CH3:37])[CH3:36])[N:31]=[N:30]2)=[CH:7][CH:8]=1. The yield is 0.870. (3) The reactants are [C:1](Cl)(=[O:8])[C:2]1[CH:7]=[CH:6][CH:5]=[CH:4][CH:3]=1.[Cl:10][CH2:11][C:12](=[N:14]O)[NH2:13]. The catalyst is C(Cl)Cl.O. The product is [Cl:10][CH2:11][C:12]1[N:14]=[C:1]([C:2]2[CH:7]=[CH:6][CH:5]=[CH:4][CH:3]=2)[O:8][N:13]=1. The yield is 0.448. (4) The reactants are [C:1]([O:7][C:8]([CH3:11])([CH3:10])[CH3:9])(=[O:6])[CH2:2][C:3]([CH3:5])=[O:4].[H-].[Na+].C([Li])CCC.Br[CH2:20][C:21]1[CH:26]=[CH:25][C:24]([C:27]2[CH:32]=[CH:31][CH:30]=[CH:29][CH:28]=2)=[CH:23][CH:22]=1.Cl. The catalyst is O1CCCC1. The product is [C:8]([O:7][C:1](=[O:6])[CH2:2][C:3](=[O:4])[CH2:5][CH2:20][C:21]1[CH:26]=[CH:25][C:24]([C:27]2[CH:28]=[CH:29][CH:30]=[CH:31][CH:32]=2)=[CH:23][CH:22]=1)([CH3:11])([CH3:10])[CH3:9]. The yield is 0.380. (5) The reactants are [CH2:1]([O:3][C:4]([C:6]1[C:15](=[O:16])[C:14]2[C:9](=[N:10][C:11]([Cl:17])=[CH:12][CH:13]=2)[N:8](C(C)(C)C)[CH:7]=1)=[O:5])[CH3:2].S(=O)(=O)(O)O. The catalyst is C(O)(C(F)(F)F)=O. The product is [CH2:1]([O:3][C:4]([C:6]1[C:15](=[O:16])[C:14]2[C:9](=[N:10][C:11]([Cl:17])=[CH:12][CH:13]=2)[NH:8][CH:7]=1)=[O:5])[CH3:2]. The yield is 0.930. (6) The reactants are [NH2:1][C:2]1[CH:11]=[C:10]2[C:5]([CH:6]=[CH:7][CH:8]=[C:9]2[N:12]2[CH2:17][CH2:16][N:15]([CH3:18])[CH2:14][CH2:13]2)=[CH:4][CH:3]=1.C(N(CC)CC)C.[Cl:26][C:27]1[CH:28]=[C:29]([CH:33]=[CH:34][CH:35]=1)[C:30](Cl)=[O:31]. The catalyst is C(#N)C. The product is [Cl:26][C:27]1[CH:28]=[C:29]([CH:33]=[CH:34][CH:35]=1)[C:30]([NH:1][C:2]1[CH:11]=[C:10]2[C:5]([CH:6]=[CH:7][CH:8]=[C:9]2[N:12]2[CH2:17][CH2:16][N:15]([CH3:18])[CH2:14][CH2:13]2)=[CH:4][CH:3]=1)=[O:31]. The yield is 0.200. (7) The reactants are [Cl:1][C:2]1[CH:3]=[CH:4][C:5]([OH:22])=[C:6]([CH:21]=1)[C:7]([NH:9][C:10]1[CH:15]=[C:14]([C:16]([F:19])([F:18])[F:17])[CH:13]=[CH:12][C:11]=1[Cl:20])=[O:8].[N:23]1([C:29](Cl)=[O:30])[CH2:28][CH2:27][O:26][CH2:25][CH2:24]1. No catalyst specified. The product is [Cl:1][C:2]1[CH:3]=[CH:4][C:5]([O:22][C:29]([N:23]2[CH2:28][CH2:27][O:26][CH2:25][CH2:24]2)=[O:30])=[C:6]([CH:21]=1)[C:7]([NH:9][C:10]1[CH:15]=[C:14]([C:16]([F:17])([F:19])[F:18])[CH:13]=[CH:12][C:11]=1[Cl:20])=[O:8]. The yield is 0.951. (8) The reactants are C[O:2][C:3]1[CH:4]=[C:5]2[C:9](=[CH:10][CH:11]=1)[CH2:8][NH:7][CH2:6]2.[BrH:12]. No catalyst specified. The product is [BrH:12].[OH:2][C:3]1[CH:4]=[C:5]2[C:9](=[CH:10][CH:11]=1)[CH2:8][NH:7][CH2:6]2. The yield is 0.930. (9) The reactants are [H-].[Na+].[F:3][C:4]([F:23])([F:22])[C:5]1[CH:10]=[CH:9][C:8]([C:11]2[CH:12]=[C:13]3[C:18](=[CH:19][CH:20]=2)[NH:17][C:16](=[O:21])[CH2:15][CH2:14]3)=[CH:7][CH:6]=1.Br[CH2:25][C:26]1[CH:38]=[CH:37][C:29]([C:30]([O:32]C(C)(C)C)=[O:31])=[CH:28][CH:27]=1.Cl.O1CCOCC1. The catalyst is CN(C)C=O.CC#N.O. The product is [O:21]=[C:16]1[CH2:15][CH2:14][C:13]2[C:18](=[CH:19][CH:20]=[C:11]([C:8]3[CH:7]=[CH:6][C:5]([C:4]([F:3])([F:22])[F:23])=[CH:10][CH:9]=3)[CH:12]=2)[N:17]1[CH2:25][C:26]1[CH:38]=[CH:37][C:29]([C:30]([OH:32])=[O:31])=[CH:28][CH:27]=1. The yield is 0.530.